Dataset: Forward reaction prediction with 1.9M reactions from USPTO patents (1976-2016). Task: Predict the product of the given reaction. (1) Given the reactants Cl.[CH:2]1([S:6]([C:9]2[CH:14]=[CH:13][CH:12]=[CH:11][C:10]=2[CH2:15][NH2:16])(=[O:8])=[O:7])[CH2:5][CH2:4][CH2:3]1.CCN(C(C)C)C(C)C.[F:26][C:27]([F:38])([F:37])[C:28](O[C:28](=[O:29])[C:27]([F:38])([F:37])[F:26])=[O:29], predict the reaction product. The product is: [CH:2]1([S:6]([C:9]2[CH:14]=[CH:13][CH:12]=[CH:11][C:10]=2[CH2:15][NH:16][C:28](=[O:29])[C:27]([F:38])([F:37])[F:26])(=[O:8])=[O:7])[CH2:5][CH2:4][CH2:3]1. (2) The product is: [F:25][CH:13]1[C:12](=[O:17])[C:11]2[CH:18]=[C:7]([N:6]3[CH2:5][C@H:4]([CH2:19][NH:20][C:21](=[O:23])[CH3:22])[O:3][C:2]3=[O:1])[CH:8]=[CH:9][C:10]=2[CH2:16][CH2:15][CH2:14]1. Given the reactants [O:1]=[C:2]1[N:6]([C:7]2[CH:8]=[CH:9][C:10]3[CH2:16][CH2:15][CH2:14][CH2:13][C:12](=[O:17])[C:11]=3[CH:18]=2)[CH2:5][C@H:4]([CH2:19][NH:20][C:21](=[O:23])[CH3:22])[O:3]1.[B-](F)(F)(F)[F:25].[B-](F)(F)(F)F.C1[N+]2(O)CC[N+](F)(CC2)C1.CO, predict the reaction product. (3) Given the reactants [Br:1][C:2]1[S:3][C:4]([C:8]([OH:10])=O)=[C:5]([CH3:7])[N:6]=1.[NH2:11][CH2:12][C:13]1[CH:14]=[N:15][CH:16]=[CH:17][CH:18]=1.F[P-](F)(F)(F)(F)F.N1(O[P+](N(C)C)(N(C)C)N(C)C)C2C=CC=CC=2N=N1.C(N(CC)C(C)C)(C)C, predict the reaction product. The product is: [N:15]1[CH:16]=[CH:17][CH:18]=[C:13]([CH2:12][NH:11][C:8]([C:4]2[S:3][C:2]([Br:1])=[N:6][C:5]=2[CH3:7])=[O:10])[CH:14]=1. (4) The product is: [NH2:1][C:2]1[C:3]2[N:4]([C:8]([C@@H:26]3[CH2:30][CH2:29][CH2:28][N:27]3[C:15](=[O:16])[C:14]#[C:13][CH2:12][CH2:11][CH3:10])=[N:9][C:10]=2[C:11]2[CH:25]=[CH:24][C:14]([C:15]([NH:17][C:18]3[CH:23]=[CH:22][CH:21]=[CH:20][N:19]=3)=[O:16])=[CH:13][CH:12]=2)[CH:5]=[CH:6][N:7]=1. Given the reactants [NH2:1][C:2]1[C:3]2[N:4]([C:8]([C@@H:26]3[CH2:30][CH2:29][CH2:28][NH:27]3)=[N:9][C:10]=2[C:11]2[CH:25]=[CH:24][C:14]([C:15]([NH:17][C:18]3[CH:23]=[CH:22][CH:21]=[CH:20][N:19]=3)=[O:16])=[CH:13][CH:12]=2)[CH:5]=[CH:6][N:7]=1, predict the reaction product. (5) Given the reactants [Br:1][C:2]1[C:3]([S:11][C:12]2[N:13]([CH2:22][CH2:23][CH:24]3[CH2:29][CH2:28][NH:27][CH2:26][CH2:25]3)[C:14]3[C:19]([N:20]=2)=[C:18]([NH2:21])[N:17]=[CH:16][N:15]=3)=[CH:4][C:5]2[O:9][CH2:8][O:7][C:6]=2[CH:10]=1.O=C1CCC(=O)N1[O:37][C:38](=O)[C@@H:39]([NH:44]C(OC(C)(C)C)=O)[CH2:40][C:41]([NH2:43])=[O:42], predict the reaction product. The product is: [NH2:44][C@H:39]([C:38]([N:27]1[CH2:26][CH2:25][CH:24]([CH2:23][CH2:22][N:13]2[C:12]([S:11][C:3]3[C:2]([Br:1])=[CH:10][C:6]4[O:7][CH2:8][O:9][C:5]=4[CH:4]=3)=[N:20][C:19]3[C:14]2=[N:15][CH:16]=[N:17][C:18]=3[NH2:21])[CH2:29][CH2:28]1)=[O:37])[CH2:40][C:41]([NH2:43])=[O:42]. (6) Given the reactants C([O:3][C:4](=[O:35])[CH2:5][N:6]([S:29]([N:32]([CH3:34])[CH3:33])(=[O:31])=[O:30])[CH2:7][C:8]1[CH:13]=[CH:12][CH:11]=[C:10]([O:14][CH2:15][C:16]2[N:17]=[C:18]([C:22]3[CH:27]=[CH:26][C:25]([CH3:28])=[CH:24][CH:23]=3)[O:19][C:20]=2[CH3:21])[CH:9]=1)C.O.[OH-].[Li+], predict the reaction product. The product is: [CH3:33][N:32]([S:29]([N:6]([CH2:5][C:4]([OH:35])=[O:3])[CH2:7][C:8]1[CH:13]=[CH:12][CH:11]=[C:10]([O:14][CH2:15][C:16]2[N:17]=[C:18]([C:22]3[CH:23]=[CH:24][C:25]([CH3:28])=[CH:26][CH:27]=3)[O:19][C:20]=2[CH3:21])[CH:9]=1)(=[O:30])=[O:31])[CH3:34]. (7) Given the reactants [Cl:1][C:2]1[N:3]=[C:4]([N:15]2[CH2:20][CH2:19][O:18][CH2:17][CH2:16]2)[C:5]2[S:10][C:9](S(C)(=O)=O)=[N:8][C:6]=2[N:7]=1.[CH3:21][S:22]([N:25]1[CH2:30][CH2:29][NH:28][CH2:27][CH2:26]1)(=[O:24])=[O:23].C(N(CC)CC)C, predict the reaction product. The product is: [Cl:1][C:2]1[N:3]=[C:4]([N:15]2[CH2:16][CH2:17][O:18][CH2:19][CH2:20]2)[C:5]2[S:10][C:9]([N:28]3[CH2:29][CH2:30][N:25]([S:22]([CH3:21])(=[O:24])=[O:23])[CH2:26][CH2:27]3)=[N:8][C:6]=2[N:7]=1. (8) The product is: [CH:27]1([C:24]2[N:25]=[CH:26][C:21]([O:1][C@@H:2]3[CH2:19][N:5]4[C:6](=[O:18])[CH2:7][CH2:8][N:9]([C:11]([O:13][C:14]([CH3:15])([CH3:16])[CH3:17])=[O:12])[CH2:10][C@@H:4]4[CH2:3]3)=[N:22][CH:23]=2)[CH2:29][CH2:28]1. Given the reactants [OH:1][C@@H:2]1[CH2:19][N:5]2[C:6](=[O:18])[CH2:7][CH2:8][N:9]([C:11]([O:13][C:14]([CH3:17])([CH3:16])[CH3:15])=[O:12])[CH2:10][C@@H:4]2[CH2:3]1.Br[C:21]1[CH:26]=[N:25][C:24]([CH:27]2[CH2:29][CH2:28]2)=[CH:23][N:22]=1.CC(C)([O-])C.[K+], predict the reaction product. (9) Given the reactants [NH2:1][C:2]1[O:3][CH2:4][C@:5]2([N:21]=1)[C:14]1[CH:13]=[C:12]([OH:15])[CH:11]=[CH:10][C:9]=1[O:8][C@@:7]1([CH3:20])[CH2:16][CH2:17][CH2:18][O:19][C@H:6]21.C(N(CC)CC)C.[F:29][C:30]([F:49])([F:48])[S:31](N(C1C=CC=CC=1)[S:31]([C:30]([F:49])([F:48])[F:29])(=[O:33])=[O:32])(=[O:33])=[O:32], predict the reaction product. The product is: [F:29][C:30]([F:49])([F:48])[S:31]([O:15][C:12]1[CH:11]=[CH:10][C:9]2[O:8][C@@:7]3([CH3:20])[CH2:16][CH2:17][CH2:18][O:19][C@@H:6]3[C@:5]3([CH2:4][O:3][C:2]([NH2:1])=[N:21]3)[C:14]=2[CH:13]=1)(=[O:33])=[O:32].[F:29][C:30]([F:49])([F:48])[S:31]([O:15][C:12]1[CH:11]=[CH:10][C:9]2[O:8][C@:7]3([CH3:20])[CH2:16][CH2:17][CH2:18][O:19][C@H:6]3[C@:5]3([CH2:4][O:3][C:2]([NH2:1])=[N:21]3)[C:14]=2[CH:13]=1)(=[O:33])=[O:32].